From a dataset of Reaction yield outcomes from USPTO patents with 853,638 reactions. Predict the reaction yield, written as a fraction of the theoretical maximum amount of product (1.0 means a 100% yield; for example, 0.34 means a 34% yield). The reactants are [CH3:1][C:2]1[C:11]([C:12]2[N:16]([CH3:17])[N:15]=[CH:14][CH:13]=2)=[CH:10][CH:9]=[CH:8][C:3]=1[C:4]([O:6][CH3:7])=[O:5].[Cl:18]N1C(=O)CCC1=O. The catalyst is CN(C)C=O.C(OCC)(=O)C. The product is [Cl:18][C:13]1[CH:14]=[N:15][N:16]([CH3:17])[C:12]=1[C:11]1[C:2]([CH3:1])=[C:3]([CH:8]=[CH:9][CH:10]=1)[C:4]([O:6][CH3:7])=[O:5]. The yield is 0.940.